From a dataset of Full USPTO retrosynthesis dataset with 1.9M reactions from patents (1976-2016). Predict the reactants needed to synthesize the given product. (1) Given the product [C:28]([O:27][C:25]([NH:24][CH2:23][C@H:20]1[CH2:21][CH2:22][C@H:17]([C:15]([NH:14][C@@H:13]([CH2:12][C:11]2[CH:35]=[CH:36][C:8]([C:46]3[CH:47]=[C:42]([C:41](=[O:58])[NH:40][CH:37]([CH3:38])[CH3:39])[CH:43]=[CH:44][C:45]=3[CH3:48])=[CH:9][CH:10]=2)[C:32]([OH:34])=[O:33])=[O:16])[CH2:18][CH2:19]1)=[O:26])([CH3:31])([CH3:30])[CH3:29], predict the reactants needed to synthesize it. The reactants are: C(=O)([O-])[O-].[Na+].[Na+].Br[C:8]1[CH:36]=[CH:35][C:11]([CH2:12][C@@H:13]([C:32]([OH:34])=[O:33])[NH:14][C:15]([C@H:17]2[CH2:22][CH2:21][C@H:20]([CH2:23][NH:24][C:25]([O:27][C:28]([CH3:31])([CH3:30])[CH3:29])=[O:26])[CH2:19][CH2:18]2)=[O:16])=[CH:10][CH:9]=1.[CH:37]([NH:40][C:41](=[O:58])[C:42]1[CH:47]=[CH:46][C:45]([CH3:48])=[C:44](B2OC(C)(C)C(C)(C)O2)[CH:43]=1)([CH3:39])[CH3:38]. (2) Given the product [CH3:1][O:2][C:3]1[CH:4]=[C:5]2[C:10](=[CH:11][C:12]=1[O:13][CH3:14])[N:9]=[CH:8][N:7]=[C:6]2[O:15][C:16]1[CH:22]=[CH:21][C:19]([NH:20][C:36]([NH:35][C:33](=[O:34])[C:28]2[CH:29]=[CH:30][CH:31]=[CH:32][C:27]=2[CH3:26])=[S:37])=[CH:18][CH:17]=1, predict the reactants needed to synthesize it. The reactants are: [CH3:1][O:2][C:3]1[CH:4]=[C:5]2[C:10](=[CH:11][C:12]=1[O:13][CH3:14])[N:9]=[CH:8][N:7]=[C:6]2[O:15][C:16]1[CH:22]=[CH:21][C:19]([NH2:20])=[CH:18][CH:17]=1.C(O)C.[CH3:26][C:27]1[CH:32]=[CH:31][CH:30]=[CH:29][C:28]=1[C:33]([N:35]=[C:36]=[S:37])=[O:34]. (3) Given the product [CH2:25]([C:32]1[CH:33]=[C:34]([NH:43][CH2:44][C:45]([N:48]2[CH2:53][CH2:52][O:51][CH2:50][CH2:49]2)=[O:47])[C:35]([C:38]([O:40][CH2:41][CH3:42])=[O:39])=[N:36][CH:37]=1)[C:26]1[CH:27]=[CH:28][CH:29]=[CH:30][CH:31]=1, predict the reactants needed to synthesize it. The reactants are: CN(C(ON1N=NC2C=CC=NC1=2)=[N+](C)C)C.F[P-](F)(F)(F)(F)F.[CH2:25]([C:32]1[CH:33]=[C:34]([NH:43][CH2:44][C:45]([OH:47])=O)[C:35]([C:38]([O:40][CH2:41][CH3:42])=[O:39])=[N:36][CH:37]=1)[C:26]1[CH:31]=[CH:30][CH:29]=[CH:28][CH:27]=1.[NH:48]1[CH2:53][CH2:52][O:51][CH2:50][CH2:49]1.CCN(CC)CC. (4) Given the product [N+:20]([C:8]1[CH:9]=[CH:10][CH:11]=[C:12]2[C:7]=1[N:6]=[CH:5][CH:4]=[C:3]2[C:2]([F:1])([F:13])[F:14])([O-:22])=[O:21], predict the reactants needed to synthesize it. The reactants are: [F:1][C:2]([F:14])([F:13])[C:3]1[C:12]2[C:7](=[CH:8][CH:9]=[CH:10][CH:11]=2)[N:6]=[CH:5][CH:4]=1.OS(O)(=O)=O.[N+:20]([O-])([OH:22])=[O:21]. (5) Given the product [Cl:1][C:2]1[CH:3]=[C:4]([N:9]2[C:10]([CH3:15])=[CH:11][CH:12]=[C:13]2[CH3:14])[CH:5]=[CH:6][C:7]=1[O:8][CH2:17][CH3:18], predict the reactants needed to synthesize it. The reactants are: [Cl:1][C:2]1[CH:3]=[C:4]([N:9]2[C:13]([CH3:14])=[CH:12][CH:11]=[C:10]2[CH3:15])[CH:5]=[CH:6][C:7]=1[OH:8].Br[CH2:17][CH3:18].